Dataset: Catalyst prediction with 721,799 reactions and 888 catalyst types from USPTO. Task: Predict which catalyst facilitates the given reaction. (1) Reactant: [Br:1][C:2]1[CH:7]=[CH:6][C:5]([CH:8]2[CH2:13][CH2:12][NH:11][CH2:10][CH2:9]2)=[CH:4][CH:3]=1.[C:14](O[C:14]([O:16][C:17]([CH3:20])([CH3:19])[CH3:18])=[O:15])([O:16][C:17]([CH3:20])([CH3:19])[CH3:18])=[O:15]. Product: [Br:1][C:2]1[CH:7]=[CH:6][C:5]([CH:8]2[CH2:9][CH2:10][N:11]([C:14]([O:16][C:17]([CH3:20])([CH3:19])[CH3:18])=[O:15])[CH2:12][CH2:13]2)=[CH:4][CH:3]=1. The catalyst class is: 2. (2) The catalyst class is: 2. Reactant: [Br:1][C:2]1[CH:20]=[CH:19][C:5]([O:6][CH2:7][CH:8]2[CH2:13][CH2:12][N:11]([CH2:14][C:15]([CH3:18])(O)[CH3:16])[CH2:10][CH2:9]2)=[CH:4][C:3]=1[F:21].CCN(S(F)(F)[F:28])CC.[NH4+].[Cl-]. Product: [Br:1][C:2]1[CH:20]=[CH:19][C:5]([O:6][CH2:7][CH:8]2[CH2:13][CH2:12][N:11]([CH2:14][C:15]([F:28])([CH3:18])[CH3:16])[CH2:10][CH2:9]2)=[CH:4][C:3]=1[F:21]. (3) Reactant: [N:1]1[CH:6]=[CH:5][CH:4]=[CH:3][C:2]=1[C:7]1[N:11]=[C:10]([C:12]2[CH:17]=[C:16]([OH:18])[CH:15]=[C:14]([C:19]#[N:20])[CH:13]=2)[O:9][N:8]=1.C(=O)([O-])[O-].[K+].[K+].[CH3:27][O:28][CH2:29][CH2:30]Cl. Product: [N:1]1[CH:6]=[CH:5][CH:4]=[CH:3][C:2]=1[C:7]1[N:11]=[C:10]([C:12]2[CH:17]=[C:16]([O:18][CH2:30][CH2:29][O:28][CH3:27])[CH:15]=[C:14]([C:19]#[N:20])[CH:13]=2)[O:9][N:8]=1. The catalyst class is: 204.